From a dataset of NCI-60 drug combinations with 297,098 pairs across 59 cell lines. Regression. Given two drug SMILES strings and cell line genomic features, predict the synergy score measuring deviation from expected non-interaction effect. (1) Drug 1: CN1C(=O)N2C=NC(=C2N=N1)C(=O)N. Drug 2: C1CCC(C(C1)N)N.C(=O)(C(=O)[O-])[O-].[Pt+4]. Cell line: OVCAR3. Synergy scores: CSS=9.05, Synergy_ZIP=-4.72, Synergy_Bliss=1.91, Synergy_Loewe=-24.8, Synergy_HSA=-2.03. (2) Drug 1: CC1=C(N=C(N=C1N)C(CC(=O)N)NCC(C(=O)N)N)C(=O)NC(C(C2=CN=CN2)OC3C(C(C(C(O3)CO)O)O)OC4C(C(C(C(O4)CO)O)OC(=O)N)O)C(=O)NC(C)C(C(C)C(=O)NC(C(C)O)C(=O)NCCC5=NC(=CS5)C6=NC(=CS6)C(=O)NCCC[S+](C)C)O. Drug 2: CN1C2=C(C=C(C=C2)N(CCCl)CCCl)N=C1CCCC(=O)O.Cl. Cell line: MDA-MB-435. Synergy scores: CSS=1.73, Synergy_ZIP=-1.18, Synergy_Bliss=-2.88, Synergy_Loewe=-1.73, Synergy_HSA=-2.26. (3) Drug 1: CCC1=CC2CC(C3=C(CN(C2)C1)C4=CC=CC=C4N3)(C5=C(C=C6C(=C5)C78CCN9C7C(C=CC9)(C(C(C8N6C)(C(=O)OC)O)OC(=O)C)CC)OC)C(=O)OC.C(C(C(=O)O)O)(C(=O)O)O. Drug 2: CC1=C(C=C(C=C1)C(=O)NC2=CC(=CC(=C2)C(F)(F)F)N3C=C(N=C3)C)NC4=NC=CC(=N4)C5=CN=CC=C5. Cell line: SW-620. Synergy scores: CSS=56.1, Synergy_ZIP=5.21, Synergy_Bliss=5.96, Synergy_Loewe=-14.6, Synergy_HSA=3.03. (4) Drug 1: CC1=CC=C(C=C1)C2=CC(=NN2C3=CC=C(C=C3)S(=O)(=O)N)C(F)(F)F. Drug 2: CCCCCOC(=O)NC1=NC(=O)N(C=C1F)C2C(C(C(O2)C)O)O. Cell line: T-47D. Synergy scores: CSS=-3.14, Synergy_ZIP=1.63, Synergy_Bliss=1.31, Synergy_Loewe=-2.30, Synergy_HSA=-2.88. (5) Drug 1: CN(C)C1=NC(=NC(=N1)N(C)C)N(C)C. Drug 2: CN(C(=O)NC(C=O)C(C(C(CO)O)O)O)N=O. Cell line: HCT-15. Synergy scores: CSS=-5.01, Synergy_ZIP=0.274, Synergy_Bliss=-4.19, Synergy_Loewe=-7.74, Synergy_HSA=-7.23. (6) Drug 1: C1CCC(CC1)NC(=O)N(CCCl)N=O. Drug 2: C1=CC=C(C(=C1)C(C2=CC=C(C=C2)Cl)C(Cl)Cl)Cl. Synergy scores: CSS=8.49, Synergy_ZIP=-13.2, Synergy_Bliss=-19.5, Synergy_Loewe=-38.5, Synergy_HSA=-19.4. Cell line: HL-60(TB). (7) Drug 1: CC1=CC2C(CCC3(C2CCC3(C(=O)C)OC(=O)C)C)C4(C1=CC(=O)CC4)C. Drug 2: C1CC(=O)NC(=O)C1N2C(=O)C3=CC=CC=C3C2=O. Cell line: OVCAR-4. Synergy scores: CSS=0.389, Synergy_ZIP=0.381, Synergy_Bliss=2.05, Synergy_Loewe=0.840, Synergy_HSA=0.842. (8) Cell line: HL-60(TB). Synergy scores: CSS=53.0, Synergy_ZIP=2.37, Synergy_Bliss=3.12, Synergy_Loewe=-0.0216, Synergy_HSA=2.34. Drug 2: C1CCN(CC1)CCOC2=CC=C(C=C2)C(=O)C3=C(SC4=C3C=CC(=C4)O)C5=CC=C(C=C5)O. Drug 1: C1CN1C2=NC(=NC(=N2)N3CC3)N4CC4. (9) Drug 1: CC12CCC3C(C1CCC2=O)CC(=C)C4=CC(=O)C=CC34C. Drug 2: CCC(=C(C1=CC=CC=C1)C2=CC=C(C=C2)OCCN(C)C)C3=CC=CC=C3.C(C(=O)O)C(CC(=O)O)(C(=O)O)O. Cell line: MDA-MB-435. Synergy scores: CSS=49.2, Synergy_ZIP=1.26, Synergy_Bliss=1.84, Synergy_Loewe=-0.0491, Synergy_HSA=-0.276.